Task: Predict the reactants needed to synthesize the given product.. Dataset: Full USPTO retrosynthesis dataset with 1.9M reactions from patents (1976-2016) Given the product [C:1]([N:4]1[CH2:8][CH2:7][C:6]2([C:16]3[C:11](=[CH:12][CH:13]=[C:14]([OH:17])[CH:15]=3)[N:10]([C:19](=[O:24])[C:20]([F:22])([F:23])[F:21])[CH2:9]2)[CH2:5]1)(=[O:3])[CH3:2], predict the reactants needed to synthesize it. The reactants are: [C:1]([N:4]1[CH2:8][CH2:7][C:6]2([C:16]3[C:11](=[CH:12][CH:13]=[C:14]([O:17]C)[CH:15]=3)[N:10]([C:19](=[O:24])[C:20]([F:23])([F:22])[F:21])[CH2:9]2)[CH2:5]1)(=[O:3])[CH3:2].B(Br)(Br)Br.